From a dataset of Catalyst prediction with 721,799 reactions and 888 catalyst types from USPTO. Predict which catalyst facilitates the given reaction. (1) Reactant: C[O:2][C:3](=[O:45])[C:4]1[CH:9]=[CH:8][CH:7]=[CH:6][C:5]=1[O:10][C:11]1[CH:16]=[CH:15][CH:14]=[C:13]([O:17][CH2:18][CH2:19][CH2:20][O:21][C:22]2[CH:27]=[C:26]([O:28]CC3C=CC=CC=3)[C:25]([C:36](=O)[CH2:37][Cl:38])=[CH:24][C:23]=2[CH2:40][CH3:41])[C:12]=1[CH2:42][CH2:43][CH3:44].Cl.C(S[C:55](=[NH:57])[NH2:56])C1C=CC=CC=1.[I-].[Na+].C(=O)([O-])[O-].[K+].[K+]. Product: [ClH:38].[CH2:40]([C:23]1[CH:24]=[C:25]([C:36]2[NH:56][CH:55]=[N:57][CH:37]=2)[C:26]([OH:28])=[CH:27][C:22]=1[O:21][CH2:20][CH2:19][CH2:18][O:17][C:13]1[C:12]([CH2:42][CH2:43][CH3:44])=[C:11]([CH:16]=[CH:15][CH:14]=1)[O:10][C:5]1[CH:6]=[CH:7][CH:8]=[CH:9][C:4]=1[C:3]([OH:2])=[O:45])[CH3:41]. The catalyst class is: 483. (2) Reactant: C(O)C.CO.C([N:9]1[CH2:13][CH2:12]/[C:11](=[CH:14]\[C:15]2[CH:20]=[CH:19][C:18]([N:21]3[CH:25]=[C:24]([CH3:26])[N:23]=[CH:22]3)=[C:17]([O:27][CH3:28])[CH:16]=2)/[C:10]1=[O:29])(=O)C.C(=O)([O-])[O-].[K+].[K+]. Product: [CH3:28][O:27][C:17]1[CH:16]=[C:15]([CH:20]=[CH:19][C:18]=1[N:21]1[CH:25]=[C:24]([CH3:26])[N:23]=[CH:22]1)/[CH:14]=[C:11]1/[C:10](=[O:29])[NH:9][CH2:13][CH2:12]/1. The catalyst class is: 84. (3) Reactant: [F:1][C:2]1[CH:7]=[CH:6][C:5]([N:8]2[C:16]3[CH2:15][CH2:14][CH2:13][NH:12][C:11]=3[CH:10]=[N:9]2)=[CH:4][CH:3]=1.[I:17][C:18]1[CH:19]=[N:20][N:21]([CH2:23][C:24](O)=[O:25])[CH:22]=1.CCN(CC)CC.CN(C(ON1N=NC2C=CC=NC1=2)=[N+](C)C)C.F[P-](F)(F)(F)(F)F. Product: [F:1][C:2]1[CH:3]=[CH:4][C:5]([N:8]2[C:16]3[CH2:15][CH2:14][CH2:13][N:12]([C:24](=[O:25])[CH2:23][N:21]4[CH:22]=[C:18]([I:17])[CH:19]=[N:20]4)[C:11]=3[CH:10]=[N:9]2)=[CH:6][CH:7]=1. The catalyst class is: 3. (4) Reactant: [S:1]1[CH:5]=[CH:4][CH:3]=[C:2]1[CH2:6][CH2:7][NH2:8].[Cl:9][CH:10](Cl)C.C=O. Product: [ClH:9].[S:1]1[C:2]2[CH2:6][CH2:7][NH:8][CH2:10][C:3]=2[CH:4]=[CH:5]1. The catalyst class is: 6. (5) Reactant: [CH3:1][C:2]1[O:3][C:4]2[C:5](=[C:7]([OH:11])[CH:8]=[CH:9][CH:10]=2)[N:6]=1.[CH2:12]([O:14][C:15](=[O:19])[C:16]#[C:17][CH3:18])[CH3:13].C(=O)([O-])[O-].[K+].[K+]. Product: [CH2:12]([O:14][C:15](=[O:19])/[CH:16]=[C:17](/[O:11][C:7]1[C:5]2[N:6]=[C:2]([CH3:1])[O:3][C:4]=2[CH:10]=[CH:9][CH:8]=1)\[CH3:18])[CH3:13]. The catalyst class is: 7. (6) Reactant: [C:1]1(=[O:7])[CH2:5][CH2:4][C:3](=O)[CH2:2]1.[CH3:8][C:9]1[C:17]2[C:12](=[CH:13][CH:14]=[C:15]([CH:18]=O)[CH:16]=2)[NH:11][N:10]=1.N1CCCCC1.[NH2:26][C:27]([CH3:31])=[CH:28][C:29]#[N:30]. Product: [CH3:31][C:27]1[NH:26][C:3]2[CH2:4][CH2:5][C:1](=[O:7])[C:2]=2[CH:18]([C:15]2[CH:16]=[C:17]3[C:12](=[CH:13][CH:14]=2)[NH:11][N:10]=[C:9]3[CH3:8])[C:28]=1[C:29]#[N:30]. The catalyst class is: 8.